Dataset: Full USPTO retrosynthesis dataset with 1.9M reactions from patents (1976-2016). Task: Predict the reactants needed to synthesize the given product. Given the product [NH:3]1[CH:4]=[CH:5][N:1]=[C:2]1[CH2:6][N:7]([CH2:8][C:9]1[CH:10]=[CH:11][C:12]2[N:16]=[C:15]([CH2:17][CH2:18][CH2:19][CH2:20][CH2:21][N:22]([CH2:26][CH2:27][CH3:28])[CH2:23][CH2:24][CH3:25])[N:14]([CH2:29][CH2:30][CH3:31])[C:13]=2[CH:32]=1)[CH2:39][C:35]1[N:34]([CH3:33])[CH:38]=[CH:37][N:36]=1, predict the reactants needed to synthesize it. The reactants are: [NH:1]1[CH:5]=[CH:4][N:3]=[C:2]1[CH2:6][NH:7][CH2:8][C:9]1[CH:10]=[CH:11][C:12]2[N:16]=[C:15]([CH2:17][CH2:18][CH2:19][CH2:20][CH2:21][N:22]([CH2:26][CH2:27][CH3:28])[CH2:23][CH2:24][CH3:25])[N:14]([CH2:29][CH2:30][CH3:31])[C:13]=2[CH:32]=1.[CH3:33][N:34]1[CH:38]=[CH:37][N:36]=[C:35]1[CH:39]=O.C([BH3-])#N.[Na+].C(O)(=O)C.